Dataset: Full USPTO retrosynthesis dataset with 1.9M reactions from patents (1976-2016). Task: Predict the reactants needed to synthesize the given product. (1) Given the product [C:24]1([NH:30][C:31](=[O:32])[NH:1][C:2]2[CH:11]=[C:10]3[C:5]([CH2:6][CH2:7][CH:8]([C:12]([O:14][CH3:15])=[O:13])[CH2:9]3)=[CH:4][CH:3]=2)[CH:29]=[CH:28][CH:27]=[CH:26][CH:25]=1, predict the reactants needed to synthesize it. The reactants are: [NH2:1][C:2]1[CH:11]=[C:10]2[C:5]([CH2:6][CH2:7][CH:8]([C:12]([O:14][CH3:15])=[O:13])[CH2:9]2)=[CH:4][CH:3]=1.Cl.C(N(CC)CC)C.[C:24]1([N:30]=[C:31]=[O:32])[CH:29]=[CH:28][CH:27]=[CH:26][CH:25]=1. (2) Given the product [O:1]1[CH2:4][CH:3]([C:5]2[CH:6]=[C:7]([CH2:11][CH2:12][O:13][S:23]([C:20]3[CH:21]=[CH:22][C:17]([CH3:27])=[CH:18][CH:19]=3)(=[O:25])=[O:24])[CH:8]=[CH:9][CH:10]=2)[CH2:2]1, predict the reactants needed to synthesize it. The reactants are: [O:1]1[CH2:4][CH:3]([C:5]2[CH:6]=[C:7]([CH2:11][CH2:12][OH:13])[CH:8]=[CH:9][CH:10]=2)[CH2:2]1.C(Cl)Cl.[C:17]1([CH3:27])[CH:22]=[CH:21][C:20]([S:23](Cl)(=[O:25])=[O:24])=[CH:19][CH:18]=1. (3) The reactants are: [OH:1][CH2:2][C:3]([CH2:8][OH:9])([CH2:6][OH:7])[CH2:4][OH:5].[SH:10][CH:11]([CH3:16])[CH2:12][C:13]([OH:15])=O.[OH2:17].C1(C)[CH:23]=[CH:22][C:21]([S:24](O)(=O)=O)=[CH:20]C=1.[C:29](=[O:32])([O-])O.[Na+]. Given the product [SH:24][CH:21]([CH3:20])[CH2:22][C:23]([O:1][CH2:2][C:3]([CH2:8][OH:9])([CH2:6][O:7][C:29](=[O:32])[CH2:12][CH:11]([SH:10])[CH3:16])[CH2:4][O:5][C:13](=[O:15])[CH2:12][CH:11]([SH:10])[CH3:16])=[O:17], predict the reactants needed to synthesize it. (4) Given the product [F:1][C:2]1[C:3]([C:24]2[CH:29]=[CH:28][CH:27]=[C:26]([CH2:30][OH:31])[CH:25]=2)=[CH:4][C:5]([CH2:8][N:9]([CH:10]2[CH2:11][CH2:12][O:13][CH2:14][CH2:15]2)[C:16]([C:18]2[N:22]=[CH:21][N:20]([CH3:23])[N:19]=2)=[O:17])=[CH:6][CH:7]=1, predict the reactants needed to synthesize it. The reactants are: [F:1][C:2]1[CH:7]=[CH:6][C:5]([CH2:8][N:9]([C:16]([C:18]2[N:22]=[CH:21][N:20]([CH3:23])[N:19]=2)=[O:17])[CH:10]2[CH2:15][CH2:14][O:13][CH2:12][CH2:11]2)=[CH:4][C:3]=1[C:24]1[CH:29]=[CH:28][CH:27]=[C:26]([C:30](OC)=[O:31])[CH:25]=1.C(O)C.[BH4-].[Na+]. (5) Given the product [NH2:1][C:2]1[N:6]([C:7]2[CH:12]=[C:11]([C:18]#[C:17][C@:19]3([OH:26])[CH2:23][CH2:22][N:21]([CH3:24])[C:20]3=[O:25])[CH:10]=[CH:9][N:8]=2)[N:5]=[C:4]([C:14]([NH2:16])=[O:15])[CH:3]=1, predict the reactants needed to synthesize it. The reactants are: [NH2:1][C:2]1[N:6]([C:7]2[CH:12]=[C:11](I)[CH:10]=[CH:9][N:8]=2)[N:5]=[C:4]([C:14]([NH2:16])=[O:15])[CH:3]=1.[C:17]([C@:19]1([OH:26])[CH2:23][CH2:22][N:21]([CH3:24])[C:20]1=[O:25])#[CH:18].